This data is from Full USPTO retrosynthesis dataset with 1.9M reactions from patents (1976-2016). The task is: Predict the reactants needed to synthesize the given product. (1) Given the product [F:23][C:2]([F:1])([F:22])[O:3][C:4]1[CH:9]=[CH:8][C:7]([C:10]2[CH:11]=[CH:12][C:13]3[O:19][CH2:18][CH2:17][NH:16][CH2:15][C:14]=3[CH:21]=2)=[CH:6][CH:5]=1.[ClH:26], predict the reactants needed to synthesize it. The reactants are: [F:1][C:2]([F:23])([F:22])[O:3][C:4]1[CH:9]=[CH:8][C:7]([C:10]2[CH:11]=[CH:12][C:13]3[O:19][CH2:18][CH2:17][NH:16][C:15](=O)[C:14]=3[CH:21]=2)=[CH:6][CH:5]=1.CO.[ClH:26]. (2) Given the product [Cl:28][C:25]1[CH:26]=[CH:27][C:22]([NH:1][C:2]2[N:7]=[CH:6][C:5]([CH:8]3[O:13][CH2:12][CH2:11][N:10]([C:14]([O:16][C:17]([CH3:20])([CH3:19])[CH3:18])=[O:15])[CH2:9]3)=[CH:4][CH:3]=2)=[N:23][CH:24]=1, predict the reactants needed to synthesize it. The reactants are: [NH2:1][C:2]1[N:7]=[CH:6][C:5]([CH:8]2[O:13][CH2:12][CH2:11][N:10]([C:14]([O:16][C:17]([CH3:20])([CH3:19])[CH3:18])=[O:15])[CH2:9]2)=[CH:4][CH:3]=1.Cl[C:22]1[CH:27]=[CH:26][C:25]([Cl:28])=[CH:24][N:23]=1.C(=O)([O-])[O-].[Cs+].[Cs+]. (3) Given the product [CH3:29][O:28][C:26](=[O:27])[C@@H:18]([N:17]1[CH2:16][C:15]2=[CH:14][C:13]3[C:12]([Cl:30])=[CH:11][CH:10]=[CH:9][C:8]=3[O:7][CH:6]2[C:4]1=[O:3])[CH2:19][CH:20]1[CH2:25][CH2:24][CH2:23][CH2:22][CH2:21]1, predict the reactants needed to synthesize it. The reactants are: C([O:3][C:4]([CH:6]1[C:15]([CH2:16][NH:17][C@H:18]([C:26]([O:28][CH3:29])=[O:27])[CH2:19][CH:20]2[CH2:25][CH2:24][CH2:23][CH2:22][CH2:21]2)=[CH:14][C:13]2[C:8](=[CH:9][CH:10]=[CH:11][C:12]=2[Cl:30])[O:7]1)=O)C. (4) The reactants are: CC1CC[C@@]([C@]2(C)C(CO)=CC(=O)C2)(C)[C@@H](O)C=1.[C:19]([O:29][CH:30](C(OCCCC[Si](OCC)(OCC)OCC)(F)F)F)([C:22]([C:25]([F:28])([F:27])[F:26])([F:24])F)([F:21])[F:20].[C:50]([O:60][CH:61](C(CCCCCCCCCC[Si](OC)(OC)OC)(F)F)F)([C:53]([C:56]([F:59])([F:58])[F:57])([F:55])[F:54])([F:52])[F:51].C(OC(C(OCCCCCCCCCCC[Si](OCC)(OCC)OCC)(F)F)F)(C([C:89]([F:92])([F:91])[F:90])(F)F)(F)F. Given the product [CH3:30][O:29][C:19]([F:20])([F:21])[C:22]([F:24])([C:25]([F:26])([F:27])[F:28])[C:56]([F:59])([F:58])[F:57].[CH3:61][O:60][C:50]([F:51])([F:52])[C:53]([F:54])([F:55])[C:56]([F:58])([F:59])[C:89]([F:92])([F:91])[F:90], predict the reactants needed to synthesize it. (5) Given the product [I:10][C:9]1[N:4]2[C:5]([S:6][C:2]([C:18]3[CH:19]=[C:14]([N:12]([CH3:13])[CH3:11])[CH:15]=[CH:16][CH:17]=3)=[N:3]2)=[N:7][CH:8]=1, predict the reactants needed to synthesize it. The reactants are: Br[C:2]1[S:6][C:5]2=[N:7][CH:8]=[C:9]([I:10])[N:4]2[N:3]=1.[CH3:11][N:12]([C:14]1[CH:15]=[C:16](B(O)O)[CH:17]=[CH:18][CH:19]=1)[CH3:13].C([O-])([O-])=O.[Cs+].[Cs+].